From a dataset of Catalyst prediction with 721,799 reactions and 888 catalyst types from USPTO. Predict which catalyst facilitates the given reaction. (1) The catalyst class is: 12. Reactant: [Cl:1][C:2]1[CH:7]=[CH:6][C:5]([S:8]([N:11]([C:15]2[C:16]([C:22]([C:24]3[C:25]([CH3:31])=[N:26][CH:27]=[CH:28][C:29]=3[CH3:30])=[O:23])=[N:17][CH:18]=[C:19]([Cl:21])[CH:20]=2)COC)(=[O:10])=[O:9])=[CH:4][C:3]=1[C:32]([F:35])([F:34])[F:33].O. Product: [Cl:1][C:2]1[CH:7]=[CH:6][C:5]([S:8]([NH:11][C:15]2[C:16]([C:22]([C:24]3[C:25]([CH3:31])=[N:26][CH:27]=[CH:28][C:29]=3[CH3:30])=[O:23])=[N:17][CH:18]=[C:19]([Cl:21])[CH:20]=2)(=[O:9])=[O:10])=[CH:4][C:3]=1[C:32]([F:35])([F:33])[F:34]. (2) Reactant: [N:1]1[CH:6]=[CH:5][N:4]=[CH:3][C:2]=1[C:7]([OH:9])=[O:8].[C:10]([O-])([O-])=O.[K+].[K+].CI. Product: [CH3:10][O:8][C:7]([C:2]1[CH:3]=[N:4][CH:5]=[CH:6][N:1]=1)=[O:9]. The catalyst class is: 3. (3) Reactant: [NH:1]1[CH:5]=[CH:4][CH:3]=[C:2]1[C:6]([O:8][CH3:9])=[O:7].[F:10][CH:11]([F:13])I.CN(C=O)C.[H-].[Na+]. Product: [F:10][CH:11]([F:13])[N:1]1[CH:5]=[CH:4][CH:3]=[C:2]1[C:6]([O:8][CH3:9])=[O:7]. The catalyst class is: 6.